From a dataset of NCI-60 drug combinations with 297,098 pairs across 59 cell lines. Regression. Given two drug SMILES strings and cell line genomic features, predict the synergy score measuring deviation from expected non-interaction effect. (1) Drug 1: CC1=C(C=C(C=C1)NC2=NC=CC(=N2)N(C)C3=CC4=NN(C(=C4C=C3)C)C)S(=O)(=O)N.Cl. Drug 2: CCCCC(=O)OCC(=O)C1(CC(C2=C(C1)C(=C3C(=C2O)C(=O)C4=C(C3=O)C=CC=C4OC)O)OC5CC(C(C(O5)C)O)NC(=O)C(F)(F)F)O. Cell line: MALME-3M. Synergy scores: CSS=8.22, Synergy_ZIP=0.427, Synergy_Bliss=3.83, Synergy_Loewe=3.77, Synergy_HSA=3.66. (2) Drug 1: CN1CCC(CC1)COC2=C(C=C3C(=C2)N=CN=C3NC4=C(C=C(C=C4)Br)F)OC. Drug 2: C1=CC(=CC=C1CC(C(=O)O)N)N(CCCl)CCCl.Cl. Cell line: A498. Synergy scores: CSS=16.4, Synergy_ZIP=-3.55, Synergy_Bliss=2.15, Synergy_Loewe=-2.24, Synergy_HSA=0.418. (3) Drug 1: CC(C1=C(C=CC(=C1Cl)F)Cl)OC2=C(N=CC(=C2)C3=CN(N=C3)C4CCNCC4)N. Drug 2: CN(CCCl)CCCl.Cl. Cell line: HL-60(TB). Synergy scores: CSS=28.2, Synergy_ZIP=0.614, Synergy_Bliss=0.330, Synergy_Loewe=-13.2, Synergy_HSA=-3.55. (4) Drug 1: CC12CCC3C(C1CCC2=O)CC(=C)C4=CC(=O)C=CC34C. Drug 2: C1=NC(=NC(=O)N1C2C(C(C(O2)CO)O)O)N. Cell line: BT-549. Synergy scores: CSS=61.0, Synergy_ZIP=1.13, Synergy_Bliss=3.71, Synergy_Loewe=1.87, Synergy_HSA=4.09. (5) Drug 1: C1=CC=C(C(=C1)C(C2=CC=C(C=C2)Cl)C(Cl)Cl)Cl. Drug 2: C1CN(P(=O)(OC1)NCCCl)CCCl. Cell line: TK-10. Synergy scores: CSS=1.89, Synergy_ZIP=1.41, Synergy_Bliss=0.382, Synergy_Loewe=-0.158, Synergy_HSA=-1.15.